Dataset: Forward reaction prediction with 1.9M reactions from USPTO patents (1976-2016). Task: Predict the product of the given reaction. Given the reactants [Cl:1][C:2]1[CH:7]=[CH:6][N:5]=[C:4]([NH2:8])[CH:3]=1.C[Si]([N-][Si](C)(C)C)(C)C.[Li+].[C:19](O[C:19]([O:21][C:22]([CH3:25])([CH3:24])[CH3:23])=[O:20])([O:21][C:22]([CH3:25])([CH3:24])[CH3:23])=[O:20].[NH4+].[Cl-], predict the reaction product. The product is: [Cl:1][C:2]1[CH:7]=[CH:6][N:5]=[C:4]([NH:8][C:19](=[O:20])[O:21][C:22]([CH3:25])([CH3:24])[CH3:23])[CH:3]=1.